Dataset: Catalyst prediction with 721,799 reactions and 888 catalyst types from USPTO. Task: Predict which catalyst facilitates the given reaction. (1) Reactant: [O:1]1[C:5]2[CH:6]=[CH:7][C:8]([C:10]3[O:11][C:12](S(C)(=O)=O)=[N:13][N:14]=3)=[CH:9][C:4]=2[CH2:3][CH2:2]1.C(=O)([O-])[O-].[K+].[K+].[F:25][C:26]1[CH:27]=[C:28]([CH:31]=[CH:32][CH:33]=1)[CH2:29][OH:30]. Product: [O:1]1[C:5]2[CH:6]=[CH:7][C:8]([C:10]3[O:11][C:12]([O:30][CH2:29][C:28]4[CH:31]=[CH:32][CH:33]=[C:26]([F:25])[CH:27]=4)=[N:13][N:14]=3)=[CH:9][C:4]=2[CH2:3][CH2:2]1. The catalyst class is: 42. (2) Reactant: [Li+].[OH-].[C:3]1([C:12]([O:14]CC)=[O:13])[C:8]2[CH2:9][CH2:10][CH2:11][C:7]=2[CH:6]=[CH:5][N:4]=1. Product: [C:3]1([C:12]([OH:14])=[O:13])[C:8]2[CH2:9][CH2:10][CH2:11][C:7]=2[CH:6]=[CH:5][N:4]=1. The catalyst class is: 72. (3) Reactant: [NH2:1][C:2]1[CH:7]=[CH:6][CH:5]=[CH:4][C:3]=1[C:8](=[O:10])[CH3:9].Br[CH:12]([C:18]1[CH:23]=[CH:22][CH:21]=[CH:20][CH:19]=1)[C:13]([O:15][CH2:16][CH3:17])=[O:14].CCN(C(C)C)C(C)C.[I-].[K+]. Product: [CH2:16]([O:15][C:13](=[O:14])[CH:12]([NH:1][C:2]1[CH:7]=[CH:6][CH:5]=[CH:4][C:3]=1[C:8](=[O:10])[CH3:9])[C:18]1[CH:23]=[CH:22][CH:21]=[CH:20][CH:19]=1)[CH3:17]. The catalyst class is: 10.